Dataset: Reaction yield outcomes from USPTO patents with 853,638 reactions. Task: Predict the reaction yield, written as a fraction of the theoretical maximum amount of product (1.0 means a 100% yield; for example, 0.34 means a 34% yield). (1) The reactants are F[P-](F)(F)(F)(F)F.N1(O[P+](N(C)C)(N(C)C)N(C)C)C2C=CC=CC=2N=N1.[CH:28]1([CH2:33][CH:34]([C:38]2[CH:43]=[CH:42][C:41]([S:44][CH3:45])=[C:40]([C:46]([F:49])([F:48])[F:47])[CH:39]=2)[C:35](O)=[O:36])[CH2:32][CH2:31][CH2:30][CH2:29]1.C(N(CC)C(C)C)(C)C.[NH2:59][C:60]1[S:61][CH:62]=[CH:63][N:64]=1.Cl. The catalyst is CN(C)C=O.O. The product is [CH:28]1([CH2:33][CH:34]([C:38]2[CH:43]=[CH:42][C:41]([S:44][CH3:45])=[C:40]([C:46]([F:49])([F:48])[F:47])[CH:39]=2)[C:35]([NH:59][C:60]2[S:61][CH:62]=[CH:63][N:64]=2)=[O:36])[CH2:29][CH2:30][CH2:31][CH2:32]1. The yield is 0.431. (2) The reactants are Cl.[F:2][C:3]([F:34])([F:33])[C:4]1[CH:5]=[C:6]([CH:26]=[C:27]([C:29]([F:32])([F:31])[F:30])[CH:28]=1)[CH2:7][N:8]([CH3:25])[C:9]([C@@H:11]1[CH2:16][CH2:15][NH:14][CH2:13][C@H:12]1[C:17]1[CH:22]=[CH:21][C:20]([F:23])=[CH:19][C:18]=1[CH3:24])=[O:10].[Cl:35][CH2:36][CH2:37][NH:38][C:39](=[O:41])[CH3:40].C([O-])([O-])=O.[K+].[K+].[Na+].[I-].Cl.C(OCC)(=O)C. The catalyst is CC#N.O. The product is [ClH:35].[C:39]([NH:38][CH2:37][CH2:36][N:14]1[CH2:15][CH2:16][C@@H:11]([C:9]([N:8]([CH2:7][C:6]2[CH:26]=[C:27]([C:29]([F:30])([F:31])[F:32])[CH:28]=[C:4]([C:3]([F:2])([F:33])[F:34])[CH:5]=2)[CH3:25])=[O:10])[C@H:12]([C:17]2[CH:22]=[CH:21][C:20]([F:23])=[CH:19][C:18]=2[CH3:24])[CH2:13]1)(=[O:41])[CH3:40]. The yield is 0.440. (3) The reactants are [CH3:1]CN=C=NCCCN(C)C.[C:12](=[S:14])=S.[CH2:15]([N:22]([CH2:27][C:28]1[CH:33]=[CH:32][CH:31]=[CH:30][CH:29]=1)[CH2:23][C@@H:24]([NH2:26])C)[C:16]1[CH:21]=[CH:20][CH:19]=[CH:18][CH:17]=1.[NH:34]1[CH2:39][CH2:38][CH:37]([N:40]2[C:44]3[CH:45]=[CH:46][CH:47]=[CH:48][C:43]=3[NH:42][C:41]2=[O:49])[CH2:36][CH2:35]1. The catalyst is C(#N)C. The product is [CH2:27]([N:22]([CH2:15][C:16]1[CH:17]=[CH:18][CH:19]=[CH:20][CH:21]=1)[C@@H:23]([CH3:1])[CH2:24][NH:26][C:12]([N:34]1[CH2:35][CH2:36][CH:37]([N:40]2[C:44]3[CH:45]=[CH:46][CH:47]=[CH:48][C:43]=3[NH:42][C:41]2=[O:49])[CH2:38][CH2:39]1)=[S:14])[C:28]1[CH:29]=[CH:30][CH:31]=[CH:32][CH:33]=1. The yield is 0.400.